Regression. Given a peptide amino acid sequence and an MHC pseudo amino acid sequence, predict their binding affinity value. This is MHC class I binding data. From a dataset of Peptide-MHC class I binding affinity with 185,985 pairs from IEDB/IMGT. (1) The peptide sequence is SSFFMNRFY. The MHC is HLA-A01:01 with pseudo-sequence HLA-A01:01. The binding affinity (normalized) is 0.494. (2) The peptide sequence is IMVASDVCK. The MHC is HLA-A03:01 with pseudo-sequence HLA-A03:01. The binding affinity (normalized) is 0.537.